From a dataset of Full USPTO retrosynthesis dataset with 1.9M reactions from patents (1976-2016). Predict the reactants needed to synthesize the given product. (1) Given the product [CH3:1][C:2]1[O:3][C:4]([CH3:10])=[C:5]([C:7](=[O:9])[CH3:8])[N:6]=1, predict the reactants needed to synthesize it. The reactants are: [CH3:1][C:2]1[O:3][C:4]([CH3:10])=[C:5]([CH:7]([OH:9])[CH3:8])[N:6]=1. (2) Given the product [OH:29][C:26]([C:22]1[N:21]=[C:20]([N:9]2[C:10]3=[N:11][C:12]([S:18][CH3:19])=[N:13][CH:14]=[C:15]3[C:16](=[O:17])[N:8]2[CH2:5][C:6]#[CH:7])[CH:25]=[CH:24][CH:23]=1)([CH3:28])[CH3:27], predict the reactants needed to synthesize it. The reactants are: C([O-])=O.[NH4+].[CH2:5]([N:8]1[C:16](=[O:17])[C:15]2[C:10](=[N:11][C:12]([S:18][CH3:19])=[N:13][CH:14]=2)[N:9]1[C:20]1[CH:25]=[CH:24][CH:23]=[C:22]([C:26]([OH:29])([CH3:28])[CH3:27])[N:21]=1)[CH:6]=[CH2:7].[H-].[Na+].C(Br)C#C.C(=O)([O-])O.[Na+]. (3) Given the product [Cl:1][C:2]1[CH:7]=[CH:6][C:5]([C:8]2[CH:13]=[CH:12][C:11]([C:14]([Cl:19])=[O:16])=[CH:10][CH:9]=2)=[CH:4][CH:3]=1, predict the reactants needed to synthesize it. The reactants are: [Cl:1][C:2]1[CH:7]=[CH:6][C:5]([C:8]2[CH:13]=[CH:12][C:11]([C:14]([OH:16])=O)=[CH:10][CH:9]=2)=[CH:4][CH:3]=1.O=S(Cl)[Cl:19].CN(C=O)C. (4) Given the product [C:1]([C:3]1[C:4]([C:13]2[CH:18]=[CH:17][C:16]([C:19]3[CH:24]=[CH:23][CH:22]=[CH:21][C:20]=3[C:25]#[N:26])=[CH:15][CH:14]=2)=[C:5]([C:10]([NH2:34])=[S:11])[N:6]([CH3:9])[C:7]=1[CH3:8])#[N:2], predict the reactants needed to synthesize it. The reactants are: [C:1]([C:3]1[C:4]([C:13]2[CH:18]=[CH:17][C:16]([C:19]3[CH:24]=[CH:23][CH:22]=[CH:21][C:20]=3[C:25]#[N:26])=[CH:15][CH:14]=2)=[C:5]([C:10](O)=[S:11])[N:6]([CH3:9])[C:7]=1[CH3:8])#[N:2].C(Cl)(=O)C(Cl)=O.C[N:34](C=O)C.[OH-].N. (5) Given the product [CH3:34][O:35][C:36]1[CH:41]=[CH:40][C:39]([C@H:42]2[CH2:47][CH2:46][C@H:45]([CH:2]=[O:3])[CH2:44][CH2:43]2)=[CH:38][CH:37]=1, predict the reactants needed to synthesize it. The reactants are: [Cl-].[CH3:2][O:3]C[P+](C1C=CC=CC=1)(C1C=CC=CC=1)C1C=CC=CC=1.C[Si](C)(C)[N-][Si](C)(C)C.[K+].[CH3:34][O:35][C:36]1[CH:41]=[CH:40][C:39]([CH:42]2[CH2:47][CH2:46][C:45](=O)[CH2:44][CH2:43]2)=[CH:38][CH:37]=1.Cl. (6) Given the product [C:23]([O:1][CH2:2][C:3]1[CH:21]=[CH:20][C:6]([NH:7][CH:8]=[C:9]([C:15]([O:17][CH2:18][CH3:19])=[O:16])[C:10]([O:12][CH2:13][CH3:14])=[O:11])=[C:5]([I:22])[CH:4]=1)(=[O:25])[CH3:24], predict the reactants needed to synthesize it. The reactants are: [OH:1][CH2:2][C:3]1[CH:21]=[CH:20][C:6]([NH:7][CH:8]=[C:9]([C:15]([O:17][CH2:18][CH3:19])=[O:16])[C:10]([O:12][CH2:13][CH3:14])=[O:11])=[C:5]([I:22])[CH:4]=1.[C:23](OC(=O)C)(=[O:25])[CH3:24].O. (7) Given the product [C:11]1([CH:9]([O:8][C:5]2[N:4]=[N:3][C:2]([C:18]#[C:17][C:19]3[CH:26]=[CH:25][C:22]([CH:23]=[O:24])=[CH:21][CH:20]=3)=[CH:7][CH:6]=2)[CH3:10])[CH:16]=[CH:15][CH:14]=[CH:13][CH:12]=1, predict the reactants needed to synthesize it. The reactants are: I[C:2]1[N:3]=[N:4][C:5]([O:8][CH:9]([C:11]2[CH:16]=[CH:15][CH:14]=[CH:13][CH:12]=2)[CH3:10])=[CH:6][CH:7]=1.[C:17]([C:19]1[CH:26]=[CH:25][C:22]([CH:23]=[O:24])=[CH:21][CH:20]=1)#[CH:18]. (8) Given the product [SH:1][CH2:2][CH2:3][O:4][CH2:5][CH2:6][S:7][CH2:11][CH2:12][OH:13], predict the reactants needed to synthesize it. The reactants are: [SH:1][CH2:2][CH2:3][O:4][CH2:5][CH2:6][SH:7].[OH-].[Na+].Cl[CH2:11][CH2:12][OH:13]. (9) Given the product [CH3:10][O:11][CH:12]([O:17][CH3:18])[C:13](=[O:14])[CH2:2][C:1]([C:4]1[CH:9]=[CH:8][CH:7]=[CH:6][N:5]=1)=[O:3], predict the reactants needed to synthesize it. The reactants are: [C:1]([C:4]1[CH:9]=[CH:8][CH:7]=[CH:6][N:5]=1)(=[O:3])[CH3:2].[CH3:10][O:11][CH:12]([O:17][CH3:18])[C:13](OC)=[O:14].C[O-].[Na+].CO.Cl.